Dataset: Forward reaction prediction with 1.9M reactions from USPTO patents (1976-2016). Task: Predict the product of the given reaction. (1) The product is: [Cl:1][C:2]1[CH:3]=[C:4]([N:8]([CH2:9][CH:10]2[CH2:11][NH:12][C:22]([NH2:21])=[N:13]2)[CH3:14])[CH:5]=[CH:6][CH:7]=1. Given the reactants [Cl:1][C:2]1[CH:3]=[C:4]([N:8]([CH3:14])[CH2:9][CH:10]([NH2:13])[CH2:11][NH2:12])[CH:5]=[CH:6][CH:7]=1.C(=O)([O-])[O-].[K+].[K+].[N:21]#[C:22]Br, predict the reaction product. (2) Given the reactants [Cl:1][C:2]1[C:10]2[C:5](=[CH:6][CH:7]=[CH:8][C:9]=2[N+:11]([O-])=O)[N:4]([CH2:14][CH2:15][N:16]2[CH2:20][CH2:19][CH2:18][CH2:17]2)[N:3]=1.[Cl-].[NH4+], predict the reaction product. The product is: [Cl:1][C:2]1[C:10]2[C:5](=[CH:6][CH:7]=[CH:8][C:9]=2[NH2:11])[N:4]([CH2:14][CH2:15][N:16]2[CH2:20][CH2:19][CH2:18][CH2:17]2)[N:3]=1. (3) Given the reactants [CH:1]([C:4]1[CH:9]=[CH:8][C:7]([S:10]([NH:13][C:14]2[CH:19]=[CH:18][C:17]([C@@H:20]3[CH2:24][CH2:23][NH:22][CH2:21]3)=[CH:16][CH:15]=2)(=[O:12])=[O:11])=[CH:6][CH:5]=1)([CH3:3])[CH3:2].[F:25][CH2:26][CH2:27][CH2:28]OS(C1C=CC(C)=CC=1)(=O)=O.C(N(CC)CC)C, predict the reaction product. The product is: [CH:1]([C:4]1[CH:9]=[CH:8][C:7]([S:10]([NH:13][C:14]2[CH:19]=[CH:18][C:17]([C@@H:20]3[CH2:24][CH2:23][N:22]([CH2:28][CH2:27][CH2:26][F:25])[CH2:21]3)=[CH:16][CH:15]=2)(=[O:11])=[O:12])=[CH:6][CH:5]=1)([CH3:3])[CH3:2].